From a dataset of Catalyst prediction with 721,799 reactions and 888 catalyst types from USPTO. Predict which catalyst facilitates the given reaction. (1) Reactant: [C:1]([NH:8][C@H:9]([C:12]([OH:14])=O)[CH2:10][OH:11])([O:3][C:4]([CH3:7])([CH3:6])[CH3:5])=[O:2].C(N1CCOCC1)C.O.OC1C2N=NNC=2C=CC=1.C(Cl)CCl.FC(F)(F)C(O)=O.[CH3:45][CH:46]([O:48][C:49]1[CH:56]=[CH:55][C:54]([C:57]2[O:61][N:60]=[C:59]([C:62]3[CH:71]=[CH:70][CH:69]=[C:68]4[C:63]=3[CH2:64][CH2:65][NH:66][CH2:67]4)[N:58]=2)=[CH:53][C:50]=1[C:51]#[N:52])[CH3:47]. Product: [C:51]([C:50]1[CH:53]=[C:54]([C:57]2[O:61][N:60]=[C:59]([C:62]3[CH:71]=[CH:70][CH:69]=[C:68]4[C:63]=3[CH2:64][CH2:65][N:66]([C:12](=[O:14])[C@@H:9]([NH:8][C:1](=[O:2])[O:3][C:4]([CH3:5])([CH3:6])[CH3:7])[CH2:10][OH:11])[CH2:67]4)[N:58]=2)[CH:55]=[CH:56][C:49]=1[O:48][CH:46]([CH3:47])[CH3:45])#[N:52]. The catalyst class is: 3. (2) Reactant: C(O)(C(F)(F)F)=O.[S:8]1[CH:12]=[C:11]([CH2:13][O:14][C:15]2[C:20]([CH:21]3[CH2:26][CH2:25][N:24](C(OC(C)(C)C)=O)[CH2:23][CH2:22]3)=[CH:19][CH:18]=[CH:17][N:16]=2)[N:10]=[CH:9]1.C([O-])([O-])=O.[K+].[K+]. Product: [NH:24]1[CH2:25][CH2:26][CH:21]([C:20]2[C:15]([O:14][CH2:13][C:11]3[N:10]=[CH:9][S:8][CH:12]=3)=[N:16][CH:17]=[CH:18][CH:19]=2)[CH2:22][CH2:23]1. The catalyst class is: 34. (3) Reactant: [CH3:1][S:2](Cl)(=[O:4])=[O:3].C(OCC)(=O)C.[CH2:12]([O:14]/[N:15]=[C:16](\[C:25]1[CH:30]=[CH:29][C:28]([F:31])=[C:27]([F:32])[CH:26]=1)/[C:17]1[CH:22]=[CH:21][C:20]([CH2:23][OH:24])=[CH:19][N:18]=1)[CH3:13]. Product: [CH3:1][S:2]([O:24][CH2:23][C:20]1[CH:19]=[N:18][C:17](/[C:16](/[C:25]2[CH:30]=[CH:29][C:28]([F:31])=[C:27]([F:32])[CH:26]=2)=[N:15]/[O:14][CH2:12][CH3:13])=[CH:22][CH:21]=1)(=[O:4])=[O:3]. The catalyst class is: 66. (4) The catalyst class is: 1. Product: [Cl:22][C:23]1[C:28]2[CH2:29][O:30][C:31](=[C:5]3[C:4]4[C:8](=[CH:9][CH:10]=[C:2]([F:1])[CH:3]=4)[NH:7][C:6]3=[O:11])[C:27]=2[CH:26]=[CH:25][N:24]=1. Reactant: [F:1][C:2]1[CH:3]=[C:4]2[C:8](=[CH:9][CH:10]=1)[NH:7][C:6](=[O:11])[CH2:5]2.C[Si]([N-][Si](C)(C)C)(C)C.[Li+].[Cl:22][C:23]1[C:28]2[CH2:29][O:30][C:31](=O)[C:27]=2[CH:26]=[CH:25][N:24]=1.Cl. (5) Reactant: [C:1]([N:5]1[C:9](=[O:10])[NH:8][C:7]([C:11]2[CH:12]=[C:13]([CH:22]=[CH:23][C:24]=2[Cl:25])[CH2:14][NH:15]C(=O)C(F)(F)F)=[N:6]1)([CH3:4])([CH3:3])[CH3:2].[OH-].[K+]. Product: [C:1]([N:5]1[C:9](=[O:10])[NH:8][C:7]([C:11]2[CH:12]=[C:13]([CH2:14][NH2:15])[CH:22]=[CH:23][C:24]=2[Cl:25])=[N:6]1)([CH3:4])([CH3:2])[CH3:3]. The catalyst class is: 6.